This data is from Reaction yield outcomes from USPTO patents with 853,638 reactions. The task is: Predict the reaction yield, written as a fraction of the theoretical maximum amount of product (1.0 means a 100% yield; for example, 0.34 means a 34% yield). The reactants are [Cl:1][C:2]1[CH:7]=[C:6]([C:8]([F:11])([F:10])[F:9])[CH:5]=[C:4]([Cl:12])[C:3]=1[C:13]1[CH:18]=[CH:17][C:16]([CH3:19])=[CH:15][CH:14]=1.[Cl:20][S:21](O)(=[O:23])=[O:22]. The catalyst is C(Cl)(Cl)Cl. The product is [Cl:1][C:2]1[CH:7]=[C:6]([C:8]([F:9])([F:10])[F:11])[CH:5]=[C:4]([Cl:12])[C:3]=1[C:13]1[CH:18]=[CH:17][C:16]([CH3:19])=[C:15]([S:21]([Cl:20])(=[O:23])=[O:22])[CH:14]=1. The yield is 0.810.